This data is from Reaction yield outcomes from USPTO patents with 853,638 reactions. The task is: Predict the reaction yield, written as a fraction of the theoretical maximum amount of product (1.0 means a 100% yield; for example, 0.34 means a 34% yield). (1) The reactants are P(Cl)(Cl)([Cl:3])=O.S[C:7]1[N:12]([CH3:13])[C:11](=[O:14])[CH:10]=[C:9]([C:15]2[CH:20]=[CH:19][N:18]=[CH:17][N:16]=2)[N:8]=1.C([O-])([O-])=O.[K+].[K+]. The catalyst is CN(C)C=O. The product is [Cl:3][C:7]1[N:12]([CH3:13])[C:11](=[O:14])[CH:10]=[C:9]([C:15]2[CH:20]=[CH:19][N:18]=[CH:17][N:16]=2)[N:8]=1. The yield is 0.270. (2) The product is [NH:28]([CH2:1][C:3]1[CH:4]=[CH:5][C:6]([C:9]2[N:14]=[CH:13][N:12]=[C:11]([NH:15][C@H:16]([C:24]([O:26][CH3:27])=[O:25])[CH2:17][C:18]3[CH:19]=[CH:20][CH:21]=[CH:22][CH:23]=3)[CH:10]=2)=[CH:7][CH:8]=1)[C:29]1[CH:34]=[CH:33][CH:32]=[CH:31][CH:30]=1. The yield is 1.00. The reactants are [CH:1]([C:3]1[CH:8]=[CH:7][C:6]([C:9]2[N:14]=[CH:13][N:12]=[C:11]([NH:15][C@H:16]([C:24]([O:26][CH3:27])=[O:25])[CH2:17][C:18]3[CH:23]=[CH:22][CH:21]=[CH:20][CH:19]=3)[CH:10]=2)=[CH:5][CH:4]=1)=O.[NH2:28][C:29]1[CH:34]=[CH:33][CH:32]=[CH:31][CH:30]=1.S([O-])([O-])(=O)=O.[Na+].[Na+].C(O[BH-](OC(=O)C)OC(=O)C)(=O)C.[Na+]. The catalyst is C(O)(=O)C. (3) The product is [F:1][B:2]([O:43][C:42]([C:29]1[N:28]([CH:25]2[CH2:26][CH2:27]2)[C:37]2[C:32]([C:31](=[O:41])[CH:30]=1)=[C:33]([CH3:40])[C:34]([F:39])=[C:35]([F:38])[CH:36]=2)=[O:44])[F:3]. The reactants are [F:1][B:2](OC(C1C(=O)C2C(=C(OC)C(F)=C(F)C=2)N(C2CC2)C=1)=O)[F:3].[CH:25]1([N:28]2[C:37]3[C:32](=[C:33]([CH3:40])[C:34]([F:39])=[C:35]([F:38])[CH:36]=3)[C:31](=[O:41])[CH:30]=[C:29]2[C:42]([OH:44])=[O:43])[CH2:27][CH2:26]1. The yield is 0.580. No catalyst specified. (4) The reactants are [OH:1][C:2]1[CH:7]=[C:6]([OH:8])[CH:5]=[CH:4][C:3]=1[C:9](=[O:19])[CH2:10][C:11]1[CH:16]=[CH:15][C:14]([O:17][CH3:18])=[CH:13][CH:12]=1.[CH2:20](O)[C:21]1[CH:26]=[CH:25][CH:24]=[CH:23][CH:22]=1. The yield is 0.950. No catalyst specified. The product is [OH:1][C:2]1[CH:7]=[C:6]([O:8][CH2:20][C:21]2[CH:26]=[CH:25][CH:24]=[CH:23][CH:22]=2)[CH:5]=[CH:4][C:3]=1[C:9](=[O:19])[CH2:10][C:11]1[CH:16]=[CH:15][C:14]([O:17][CH3:18])=[CH:13][CH:12]=1. (5) The reactants are Cl[C:2]1[N:7]=[C:6]([NH:8][C:9]2[N:14]=[CH:13][C:12]3[N:15]=[C:16]([CH:21]([O:23][CH:24]4[CH2:29][CH2:28][CH2:27][CH2:26][O:25]4)[CH3:22])[N:17]([CH:18]([CH3:20])[CH3:19])[C:11]=3[CH:10]=2)[CH:5]=[CH:4][N:3]=1.[CH:30]1([S:33]([N:36]2[CH:40]=[C:39](B3OC(C)(C)C(C)(C)O3)[CH:38]=[N:37]2)(=[O:35])=[O:34])[CH2:32][CH2:31]1.C(=O)([O-])[O-].[Cs+].[Cs+]. The catalyst is C1C=CC([P]([Pd]([P](C2C=CC=CC=2)(C2C=CC=CC=2)C2C=CC=CC=2)([P](C2C=CC=CC=2)(C2C=CC=CC=2)C2C=CC=CC=2)[P](C2C=CC=CC=2)(C2C=CC=CC=2)C2C=CC=CC=2)(C2C=CC=CC=2)C2C=CC=CC=2)=CC=1.O1CCOCC1. The product is [CH:30]1([S:33]([N:36]2[CH:40]=[C:39]([C:2]3[N:7]=[C:6]([NH:8][C:9]4[N:14]=[CH:13][C:12]5[N:15]=[C:16]([CH:21]([O:23][CH:24]6[CH2:29][CH2:28][CH2:27][CH2:26][O:25]6)[CH3:22])[N:17]([CH:18]([CH3:20])[CH3:19])[C:11]=5[CH:10]=4)[CH:5]=[CH:4][N:3]=3)[CH:38]=[N:37]2)(=[O:34])=[O:35])[CH2:32][CH2:31]1. The yield is 0.520. (6) The reactants are [CH3:1][S-:2].[Na+].[N+]([C:7]1[CH:8]=[C:9]([C:14]2[CH:19]=[CH:18][CH:17]=[CH:16][N:15]=2)[N+:10]([O-:13])=[CH:11][CH:12]=1)([O-])=O. The yield is 0.220. The product is [CH3:1][S:2][C:7]1[CH:8]=[C:9]([C:14]2[CH:19]=[CH:18][CH:17]=[CH:16][N:15]=2)[N+:10]([O-:13])=[CH:11][CH:12]=1. The catalyst is CN(C)C=O.